Dataset: Full USPTO retrosynthesis dataset with 1.9M reactions from patents (1976-2016). Task: Predict the reactants needed to synthesize the given product. (1) Given the product [C:19]([C:2]1[CH:10]=[CH:9][C:8]2[NH:7][C:6]3[CH:11]([C:14]([O:16][CH2:17][CH3:18])=[O:15])[CH2:12][CH2:13][C:5]=3[C:4]=2[CH:3]=1)#[N:20], predict the reactants needed to synthesize it. The reactants are: Br[C:2]1[CH:10]=[CH:9][C:8]2[NH:7][C:6]3[CH:11]([C:14]([O:16][CH2:17][CH3:18])=[O:15])[CH2:12][CH2:13][C:5]=3[C:4]=2[CH:3]=1.[C:19]([Cu])#[N:20]. (2) Given the product [S:9]1[CH:8]=[CH:7][C:6]2[CH:10]=[C:2]([C:16]3[C:12]([CH3:11])=[N:13][O:14][C:15]=3[CH3:22])[CH:3]=[CH:4][C:5]1=2, predict the reactants needed to synthesize it. The reactants are: Br[C:2]1[CH:3]=[CH:4][C:5]2[S:9][CH:8]=[CH:7][C:6]=2[CH:10]=1.[CH3:11][C:12]1[C:16](C(B(O)O)=O)=[C:15]([CH3:22])[O:14][N:13]=1.C(=O)([O-])[O-].[Na+].[Na+]. (3) Given the product [C:4]([C:3]1[C:6]([F:10])=[CH:7][CH:8]=[CH:9][C:2]=1[NH:1][CH:13]([C:15]1[CH:16]=[C:17]([C:32]([N:34]([CH3:36])[CH3:35])=[O:33])[CH:18]=[C:19]2[C:24]=1[O:23][C:22]([N:25]1[CH2:30][CH2:29][O:28][CH2:27][CH2:26]1)=[CH:21][C:20]2=[O:31])[CH3:14])#[N:5], predict the reactants needed to synthesize it. The reactants are: [NH2:1][C:2]1[CH:9]=[CH:8][CH:7]=[C:6]([F:10])[C:3]=1[C:4]#[N:5].Br.Br[CH:13]([C:15]1[CH:16]=[C:17]([C:32]([N:34]([CH3:36])[CH3:35])=[O:33])[CH:18]=[C:19]2[C:24]=1[O:23][C:22]([N:25]1[CH2:30][CH2:29][O:28][CH2:27][CH2:26]1)=[CH:21][C:20]2=[O:31])[CH3:14]. (4) Given the product [C:33]([O:37][C:38](=[O:41])[CH2:39][CH2:40][NH:1][CH2:2][C:3]1[CH:32]=[CH:31][C:6]2[CH2:7][CH2:8][CH2:9][CH:10]([N:12]([CH2:13][C@H:14]([OH:23])[CH2:15][O:16][C:17]3[CH:18]=[CH:19][CH:20]=[CH:21][CH:22]=3)[CH2:24][C:25]3[CH:26]=[CH:27][CH:28]=[CH:29][CH:30]=3)[CH2:11][C:5]=2[CH:4]=1)([CH3:36])([CH3:35])[CH3:34], predict the reactants needed to synthesize it. The reactants are: [NH2:1][CH2:2][C:3]1[CH:32]=[CH:31][C:6]2[CH2:7][CH2:8][CH2:9][CH:10]([N:12]([CH2:24][C:25]3[CH:30]=[CH:29][CH:28]=[CH:27][CH:26]=3)[CH2:13][C@H:14]([OH:23])[CH2:15][O:16][C:17]3[CH:22]=[CH:21][CH:20]=[CH:19][CH:18]=3)[CH2:11][C:5]=2[CH:4]=1.[C:33]([O:37][C:38](=[O:41])[CH:39]=[CH2:40])([CH3:36])([CH3:35])[CH3:34]. (5) Given the product [Cl:1][C:2]1[C:7]([CH:8]=[N:16][OH:17])=[C:6]([Cl:10])[N:5]=[C:4]([NH:11][CH:12]2[CH2:14][CH2:13]2)[N:3]=1, predict the reactants needed to synthesize it. The reactants are: [Cl:1][C:2]1[C:7]([CH:8]=O)=[C:6]([Cl:10])[N:5]=[C:4]([NH:11][CH:12]2[CH2:14][CH2:13]2)[N:3]=1.Cl.[NH2:16][OH:17]. (6) Given the product [F:22][C:21]([F:24])([F:23])[C:19]([O-:25])=[O:20].[S:1]=[C:2]([NH:13][CH2:14][C:15]([F:16])([F:17])[F:18])[C@H:3]([NH3+:5])[CH3:4], predict the reactants needed to synthesize it. The reactants are: [S:1]=[C:2]([NH:13][CH2:14][C:15]([F:18])([F:17])[F:16])[C@H:3]([NH:5]C(=O)OC(C)(C)C)[CH3:4].[C:19]([OH:25])([C:21]([F:24])([F:23])[F:22])=[O:20]. (7) Given the product [CH3:9][O:8][C:4]1[CH:3]=[C:2]([CH:7]=[CH:6][CH:5]=1)[C:1]([O:11][CH2:16][Cl:26])=[O:10], predict the reactants needed to synthesize it. The reactants are: [C:1]([OH:11])(=[O:10])[C:2]1[CH:7]=[CH:6][CH:5]=[C:4]([O:8][CH3:9])[CH:3]=1.S(Cl)(Cl)=O.[C:16]([Cl:26])(=O)C1C=CC=C(OC)C=1.C=O. (8) Given the product [F:30][C:27]1[CH:26]=[CH:25][C:24]([C:4]2([CH2:1][CH2:2][CH2:3][OH:31])[O:9][C:8](=[O:10])[N:7]([C@H:11]3[CH2:16][CH2:15][CH2:14][N:13]([C:17]([O:19][C:20]([CH3:23])([CH3:22])[CH3:21])=[O:18])[CH2:12]3)[CH2:6][CH2:5]2)=[CH:29][CH:28]=1, predict the reactants needed to synthesize it. The reactants are: [CH2:1]([C:4]1([C:24]2[CH:29]=[CH:28][C:27]([F:30])=[CH:26][CH:25]=2)[O:9][C:8](=[O:10])[N:7]([C@H:11]2[CH2:16][CH2:15][CH2:14][N:13]([C:17]([O:19][C:20]([CH3:23])([CH3:22])[CH3:21])=[O:18])[CH2:12]2)[CH2:6][CH2:5]1)[CH:2]=[CH2:3].[OH:31]O.[OH-].[Na+]. (9) Given the product [Br:47][CH2:2][CH2:3][CH2:4][CH2:5][CH2:6][CH2:7][C:8]1[C:14]2[CH:15]=[CH:16][C:17]([OH:19])=[CH:18][C:13]=2[CH2:12][CH2:11][CH2:10][C:9]=1[C:20]1[CH:25]=[CH:24][CH:23]=[C:22]([OH:26])[CH:21]=1, predict the reactants needed to synthesize it. The reactants are: O[CH2:2][CH2:3][CH2:4][CH2:5][CH2:6][CH2:7][C:8]1[C:14]2[CH:15]=[CH:16][C:17]([OH:19])=[CH:18][C:13]=2[CH2:12][CH2:11][CH2:10][C:9]=1[C:20]1[CH:25]=[CH:24][CH:23]=[C:22]([OH:26])[CH:21]=1.C1(P(C2C=CC=CC=2)C2C=CC=CC=2)C=CC=CC=1.C(Br)(Br)(Br)[Br:47].